This data is from Full USPTO retrosynthesis dataset with 1.9M reactions from patents (1976-2016). The task is: Predict the reactants needed to synthesize the given product. (1) Given the product [Br:1][C:2]1[CH:11]=[C:10]2[C:5]([C:6]([C:16]([O:18][CH3:19])=[O:17])=[CH:7][CH:8]=[N:9]2)=[CH:4][CH:3]=1, predict the reactants needed to synthesize it. The reactants are: [Br:1][C:2]1[CH:11]=[C:10]2[C:5]([C:6]([C:16]([O:18][CH3:19])=[O:17])=[CH:7][C:8](C(OC)=O)=[N:9]2)=[CH:4][CH:3]=1.[OH-].[Na+].S(Cl)(Cl)=O. (2) Given the product [CH3:10][N:11]([CH3:21])[C:12]1[CH:17]=[CH:16][C:15]([C:2]2[CH:3]=[C:4]([CH3:9])[C:5]([NH2:8])=[N:6][CH:7]=2)=[CH:14][CH:13]=1, predict the reactants needed to synthesize it. The reactants are: Br[C:2]1[CH:3]=[C:4]([CH3:9])[C:5]([NH2:8])=[N:6][CH:7]=1.[CH3:10][N:11]([CH3:21])[C:12]1[CH:17]=[CH:16][C:15](B(O)O)=[CH:14][CH:13]=1.C([O-])([O-])=O.[Na+].[Na+]. (3) Given the product [CH2:1]([O:5][CH2:6][CH2:7][O:8][C:9]1[CH:10]=[CH:11][C:12]([C:15]2[CH:16]=[CH:17][C:18]3[N:24]([CH2:25][CH:26]([CH3:27])[CH3:28])[CH2:23][CH2:22][C:21]([C:29]([NH:31][C:32]4[CH:37]=[CH:36][C:35]([S:38]([CH2:39][C:40]5[CH:41]=[N:42][CH:43]=[CH:44][CH:45]=5)=[O:56])=[C:34]([CH3:46])[CH:33]=4)=[O:30])=[CH:20][C:19]=3[CH:47]=2)=[CH:13][CH:14]=1)[CH2:2][CH2:3][CH3:4], predict the reactants needed to synthesize it. The reactants are: [CH2:1]([O:5][CH2:6][CH2:7][O:8][C:9]1[CH:14]=[CH:13][C:12]([C:15]2[CH:16]=[CH:17][C:18]3[N:24]([CH2:25][CH:26]([CH3:28])[CH3:27])[CH2:23][CH2:22][C:21]([C:29]([NH:31][C:32]4[CH:37]=[CH:36][C:35]([S:38][CH2:39][C:40]5[CH:41]=[N:42][CH:43]=[CH:44][CH:45]=5)=[C:34]([CH3:46])[CH:33]=4)=[O:30])=[CH:20][C:19]=3[CH:47]=2)=[CH:11][CH:10]=1)[CH2:2][CH2:3][CH3:4].ClC1C=CC=C(C(OO)=[O:56])C=1.S([O-])([O-])(=O)=S.[Na+].[Na+]. (4) Given the product [O:26]1[C:23]2[CH:22]=[CH:21][C:20]([C:18](=[O:19])[CH2:17][CH2:16][C:15]([NH:14][C:4]3[CH:3]=[C:2](/[CH:34]=[CH:33]/[CH2:52][CH2:53][CH2:54][CH2:55][CH2:56][CH3:57])[CH:7]=[C:6]([C:8]4[CH:13]=[CH:12][CH:11]=[CH:10][CH:9]=4)[N:5]=3)=[O:32])=[CH:25][C:24]=2[CH2:28][CH2:27]1, predict the reactants needed to synthesize it. The reactants are: Cl[C:2]1[CH:7]=[C:6]([C:8]2[CH:13]=[CH:12][CH:11]=[CH:10][CH:9]=2)[N:5]=[C:4]([NH:14][C:15](=[O:32])[CH2:16][CH2:17][C:18]([C:20]2[CH:25]=[CH:24][C:23]([O:26][CH2:27][CH3:28])=[C:22](OCC)[CH:21]=2)=[O:19])[CH:3]=1.[C:33]1([C:52]2[CH:57]=[CH:56][CH:55]=[CH:54][CH:53]=2)C=CC=C[C:34]=1P(C1CCCCC1)C1CCCCC1.C(=O)([O-])[O-].[K+].[K+].C(/B(O)O)=C\CCCCCC. (5) Given the product [CH:1]1([O:8][C:9]2[CH:28]=[CH:27][C:12]([O:13][C@@H:14]3[CH2:19][O:18][C@@H:17]([CH2:20][CH2:21][CH2:22][NH:23][C:24](=[O:26])[CH3:25])[O:16][CH2:15]3)=[CH:11][CH:10]=2)[CH2:5][CH2:6][CH2:7][CH2:2]1, predict the reactants needed to synthesize it. The reactants are: [CH2:1]([O:8][C:9]1[CH:28]=[CH:27][C:12]([O:13][C@@H:14]2[CH2:19][O:18][C@@H:17]([CH2:20][CH2:21][CH2:22][NH:23][C:24](=[O:26])[CH3:25])[O:16][CH2:15]2)=[CH:11][CH:10]=1)[C:2]1[CH:7]=[CH:6][CH:5]=CC=1.C1(Br)CCCC1. (6) Given the product [C:72]([N:76]1[CH2:80][C@@H:79]([C:81]2[CH:86]=[CH:85][C:84]([F:87])=[CH:83][C:82]=2[F:88])[C@H:78]([C:21]([N:18]2[CH2:19][CH2:20][CH:15]([C:8]3[CH:9]=[C:10]([Cl:14])[C:11]([CH3:13])=[CH:12][C:7]=3[CH:5]([NH:4][C:1](=[O:3])[CH3:2])[CH2:6][CH3:29])[CH2:16][CH2:17]2)=[O:22])[CH2:77]1)([CH3:75])([CH3:73])[CH3:74], predict the reactants needed to synthesize it. The reactants are: [C:1]([NH:4][CH:5]([C:7]1[CH:12]=[C:11]([CH3:13])[C:10]([Cl:14])=[CH:9][C:8]=1[CH:15]1[CH2:20][CH2:19][N:18]([C:21](OC(C)(C)C)=[O:22])[CH2:17][CH2:16]1)[CH3:6])(=[O:3])[CH3:2].Cl.[CH3:29]CN(C(C)C)C(C)C.C1C=NC2N(O)N=NC=2C=1.CN(C(ON1N=NC2C=CC=NC1=2)=[N+](C)C)C.F[P-](F)(F)(F)(F)F.[C:72]([N:76]1[CH2:80][C@@H:79]([C:81]2[CH:86]=[CH:85][C:84]([F:87])=[CH:83][C:82]=2[F:88])[C@H:78](C(O)=O)[CH2:77]1)([CH3:75])([CH3:74])[CH3:73]. (7) The reactants are: [Si]([O:8][CH2:9][CH2:10][N:11]([CH:45]([CH3:47])[CH3:46])[C:12]([C:14]1[C:19]([O:20][CH2:21][C:22]2[CH:27]=[CH:26][CH:25]=[CH:24][CH:23]=2)=[C:18]([OH:28])[N:17]=[C:16]([CH2:29][C:30]2([C:35]3[CH:44]=[CH:43][C:42]4[C:37](=[CH:38][CH:39]=[CH:40][CH:41]=4)[CH:36]=3)[CH2:34][CH2:33][CH2:32][CH2:31]2)[N:15]=1)=[O:13])(C(C)(C)C)(C)C.OCCN(C(C)C)C(C1C(OCC2C=CC=CC=2)=C(O)N=C(CC2(C3C=C(Cl)C=CC=3Cl)CCCC2)N=1)=O. Given the product [OH:8][CH2:9][CH2:10][N:11]([CH:45]([CH3:47])[CH3:46])[C:12]([C:14]1[C:19]([O:20][CH2:21][C:22]2[CH:23]=[CH:24][CH:25]=[CH:26][CH:27]=2)=[C:18]([OH:28])[N:17]=[C:16]([CH2:29][C:30]2([C:35]3[CH:44]=[CH:43][C:42]4[C:37](=[CH:38][CH:39]=[CH:40][CH:41]=4)[CH:36]=3)[CH2:31][CH2:32][CH2:33][CH2:34]2)[N:15]=1)=[O:13], predict the reactants needed to synthesize it. (8) The reactants are: [CH3:1][N:2]([CH3:45])[CH:3]1[CH2:6][C:5]([NH:38]C(=O)C(F)(F)F)([C:7]2[CH:12]=[CH:11][C:10]([C:13]3[C:22]([C:23]4[CH:28]=[CH:27][CH:26]=[CH:25][CH:24]=4)=[CH:21][C:20]4[C:19]5=[N:29][N:30]=[C:31]([C:32]6[N:37]=[CH:36][CH:35]=[CH:34][N:33]=6)[N:18]5[CH:17]=[CH:16][C:15]=4[N:14]=3)=[CH:9][CH:8]=2)[CH2:4]1.[OH-].[K+].CCOC(C)=O.C([O-])(O)=O.[Na+]. Given the product [CH3:1][N:2]([CH3:45])[CH:3]1[CH2:4][C:5]([C:7]2[CH:12]=[CH:11][C:10]([C:13]3[C:22]([C:23]4[CH:28]=[CH:27][CH:26]=[CH:25][CH:24]=4)=[CH:21][C:20]4[C:19]5=[N:29][N:30]=[C:31]([C:32]6[N:37]=[CH:36][CH:35]=[CH:34][N:33]=6)[N:18]5[CH:17]=[CH:16][C:15]=4[N:14]=3)=[CH:9][CH:8]=2)([NH2:38])[CH2:6]1, predict the reactants needed to synthesize it.